Dataset: Full USPTO retrosynthesis dataset with 1.9M reactions from patents (1976-2016). Task: Predict the reactants needed to synthesize the given product. (1) Given the product [CH2:6]([O:8][P:9]([CH2:14][S:15][CH2:16][CH:17]([NH:20][C:21]([O:23][C:24]([CH3:27])([CH3:26])[CH3:25])=[O:22])[CH2:18][I:62])(=[O:13])[O:10][CH2:11][CH3:12])[CH3:7], predict the reactants needed to synthesize it. The reactants are: CS(Cl)(=O)=O.[CH2:6]([O:8][P:9]([CH2:14][S:15][CH2:16][CH:17]([NH:20][C:21]([O:23][C:24]([CH3:27])([CH3:26])[CH3:25])=[O:22])[CH2:18]O)(=[O:13])[O:10][CH2:11][CH3:12])[CH3:7].CCN(CC)CC.C(OC(NC(CSCP(OCC)(OCC)=O)COS(C)(=O)=O)=O)(C)(C)C.[Na+].[I-:62]. (2) Given the product [CH3:13][O:12][C:8]1[CH:7]=[N:6][C:5]2[C:10]([N:9]=1)=[CH:11][C:2]([CH:24]=[O:25])=[CH:3][CH:4]=2, predict the reactants needed to synthesize it. The reactants are: Br[C:2]1[CH:11]=[C:10]2[C:5]([N:6]=[CH:7][C:8]([O:12][CH3:13])=[N:9]2)=[CH:4][CH:3]=1.[SiH](CC)(CC)CC.CN([CH:24]=[O:25])C.